This data is from Reaction yield outcomes from USPTO patents with 853,638 reactions. The task is: Predict the reaction yield, written as a fraction of the theoretical maximum amount of product (1.0 means a 100% yield; for example, 0.34 means a 34% yield). (1) The reactants are Br[C:2]1[CH:3]=[CH:4][C:5]2[O:11][CH2:10][CH2:9][N:8]3[C:12]([CH2:18][N:19]([CH2:21][CH2:22][O:23][CH3:24])[CH3:20])=[C:13]([C:15]([NH2:17])=[O:16])[N:14]=[C:7]3[C:6]=2[CH:25]=1.BrC1C=CC2OCCN3C(CN4CCCC4)=C(C(N)=O)N=C3C=2C=1.COCCNC.[CH3:56][C:57]([OH:61])([C:59]#[CH:60])[CH3:58]. No catalyst specified. The product is [OH:61][C:57]([CH3:58])([CH3:56])[C:59]#[C:60][C:2]1[CH:3]=[CH:4][C:5]2[O:11][CH2:10][CH2:9][N:8]3[C:12]([CH2:18][N:19]([CH2:21][CH2:22][O:23][CH3:24])[CH3:20])=[C:13]([C:15]([NH2:17])=[O:16])[N:14]=[C:7]3[C:6]=2[CH:25]=1. The yield is 0.200. (2) The reactants are [F:1][C:2]1[CH:7]=[CH:6][C:5]([NH:8][C:9]2[N:14]3[N:15]=[CH:16][C:17]([S:18]([NH2:21])(=[O:20])=[O:19])=[C:13]3[N:12]=[CH:11][C:10]=2[C:22]([N:24]2[CH2:29][CH2:28][CH:27]([C:30]3[CH:35]=[CH:34][CH:33]=[CH:32][CH:31]=3)[CH2:26][CH2:25]2)=[O:23])=[C:4]([CH3:36])[CH:3]=1.[C:37](Cl)(=[O:39])[CH3:38].Cl. The catalyst is N1C=CC=CC=1.CN(C)C1C=CN=CC=1. The product is [F:1][C:2]1[CH:7]=[CH:6][C:5]([NH:8][C:9]2[N:14]3[N:15]=[CH:16][C:17]([S:18]([NH:21][C:37](=[O:39])[CH3:38])(=[O:20])=[O:19])=[C:13]3[N:12]=[CH:11][C:10]=2[C:22]([N:24]2[CH2:29][CH2:28][CH:27]([C:30]3[CH:31]=[CH:32][CH:33]=[CH:34][CH:35]=3)[CH2:26][CH2:25]2)=[O:23])=[C:4]([CH3:36])[CH:3]=1. The yield is 0.140. (3) The reactants are [CH2:1]([O:4][CH2:5][C@H:6]([C@@H:8]1[C@@:12]2([CH3:31])[CH2:13][CH2:14][C:15]3[C@@:16]4([CH3:30])[CH2:25][CH2:24][C@H:23]([O:26][CH2:27][O:28][CH3:29])[CH2:22][C@@H:17]4[C:18](=[O:21])[O:19][C:20]=3[C@@H:11]2[CH2:10][CH2:9]1)[CH3:7])[CH:2]=[CH2:3]. The catalyst is C(OCC)(=O)C.[C].[Pd]. The product is [CH3:29][O:28][CH2:27][O:26][C@@H:23]1[CH2:22][C@@H:17]2[C:18](=[O:21])[O:19][C:20]3[C@@H:11]4[CH2:10][CH2:9][C@H:8]([C@H:6]([CH3:7])[CH2:5][O:4][CH2:1][CH2:2][CH3:3])[C@@:12]4([CH3:31])[CH2:13][CH2:14][C:15]=3[C@@:16]2([CH3:30])[CH2:25][CH2:24]1. The yield is 0.760. (4) The reactants are [CH3:1][O:2][C:3]([C:5]1[CH:6]=[C:7]([C:12]2[CH:17]=[CH:16][C:15]([CH3:18])=[CH:14][CH:13]=2)[CH:8]=[C:9]([NH2:11])[CH:10]=1)=[O:4].[N-:19]=[N+:20]=[N-:21].[Na+].[CH:23](OCC)(OCC)OCC. The catalyst is CC(O)=O. The product is [CH3:1][O:2][C:3]([C:5]1[CH:6]=[C:7]([C:12]2[CH:17]=[CH:16][C:15]([CH3:18])=[CH:14][CH:13]=2)[CH:8]=[C:9]([N:11]2[CH:23]=[N:21][N:20]=[N:19]2)[CH:10]=1)=[O:4]. The yield is 0.920. (5) The reactants are [C:1]([NH:5][C:6](=[O:12])[C@H:7]([CH:9]([CH3:11])[CH3:10])[NH2:8])([CH3:4])([CH3:3])[CH3:2].[CH2:13]1[CH2:19][S:16](=[O:18])(=[O:17])[O:15][CH2:14]1. The catalyst is O1CCOCC1. The product is [C:1]([NH:5][C:6]([C@@H:7]([NH:8][CH2:14][CH2:13][CH2:19][S:16]([OH:18])(=[O:17])=[O:15])[CH:9]([CH3:10])[CH3:11])=[O:12])([CH3:4])([CH3:3])[CH3:2]. The yield is 0.250. (6) The reactants are [Br:1][C:2]1[CH:3]=[C:4]2[C:9](=[CH:10][CH:11]=1)[C:8](=[O:12])[NH:7][C:6](=[O:13])[CH2:5]2.[CH:14](OC)(OC)[O:15][CH3:16].C(OC(=O)C)(=O)C. The catalyst is CN(C)C=O. The product is [Br:1][C:2]1[CH:3]=[C:4]2[C:9](=[CH:10][CH:11]=1)[C:8](=[O:12])[NH:7][C:6](=[O:13])[C:5]2=[CH:14][O:15][CH3:16]. The yield is 0.770. (7) The reactants are [NH:1]([CH2:8][CH2:9][OH:10])[C:2]1[CH:7]=[CH:6][CH:5]=[CH:4][CH:3]=1.CCO.[OH-].[Na+].Cl[CH2:17][C:18](Cl)=[O:19]. The catalyst is O. The product is [C:2]1([N:1]2[CH2:8][CH2:9][O:10][CH2:17][C:18]2=[O:19])[CH:7]=[CH:6][CH:5]=[CH:4][CH:3]=1. The yield is 0.625.